This data is from Reaction yield outcomes from USPTO patents with 853,638 reactions. The task is: Predict the reaction yield, written as a fraction of the theoretical maximum amount of product (1.0 means a 100% yield; for example, 0.34 means a 34% yield). (1) The reactants are [N+:1]([C:4]1[CH:5]=[C:6]([CH:10]=[CH:11][C:12]=1[N+:13]([O-:15])=[O:14])[C:7]([OH:9])=[O:8])([O-:3])=[O:2].[CH3:16]O.OS(O)(=O)=O. The catalyst is O. The product is [N+:1]([C:4]1[CH:5]=[C:6]([CH:10]=[CH:11][C:12]=1[N+:13]([O-:15])=[O:14])[C:7]([O:9][CH3:16])=[O:8])([O-:3])=[O:2]. The yield is 0.894. (2) The reactants are [NH:1]1[C:9]2[C:4](=[CH:5][CH:6]=[C:7]([C:10]([OH:12])=[O:11])[CH:8]=2)[CH:3]=[N:2]1.[C:13](=O)([O-])[O-].[Na+].[Na+].IC.C(=O)(O)[O-].[Na+]. The catalyst is CN(C)C=O. The product is [NH:1]1[C:9]2[C:4](=[CH:5][CH:6]=[C:7]([C:10]([O:12][CH3:13])=[O:11])[CH:8]=2)[CH:3]=[N:2]1. The yield is 0.900. (3) The reactants are [CH3:1][C:2]1[CH:3]=[C:4]2[C:12]3=[C:13]([O:15][CH2:16][CH:17]([C:18]4[CH:23]=[CH:22][CH:21]=[CH:20][CH:19]=4)[N:11]3[C:10]3[C:5]2=[C:6]([OH:24])[CH:7]=[CH:8][CH:9]=3)[CH:14]=1.C(=O)([O-])[O-].[K+].[K+].Br[CH2:32][C:33]#[N:34]. The catalyst is CN(C=O)C. The product is [CH3:1][C:2]1[CH:3]=[C:4]2[C:12]3=[C:13]([O:15][CH2:16][CH:17]([C:18]4[CH:19]=[CH:20][CH:21]=[CH:22][CH:23]=4)[N:11]3[C:10]3[CH:9]=[CH:8][CH:7]=[C:6]([O:24][CH2:32][C:33]#[N:34])[C:5]2=3)[CH:14]=1. The yield is 0.460.